Predict the reactants needed to synthesize the given product. From a dataset of Full USPTO retrosynthesis dataset with 1.9M reactions from patents (1976-2016). (1) Given the product [Br:1][C:2]1[N:3]([C@H:36]2[O:37][CH2:20][C@H:21]([O:22][C:23](=[O:25])[CH3:24])[C@H:26]([O:27][C:28](=[O:30])[CH3:29])[C@@H:31]2[O:32][C:33](=[O:35])[CH3:34])[C:4]2[CH:10]=[C:9]([Cl:11])[C:8]([Cl:12])=[CH:7][C:5]=2[N:6]=1, predict the reactants needed to synthesize it. The reactants are: [Br:1][C:2]1[NH:3][C:4]2[CH:10]=[C:9]([Cl:11])[C:8]([Cl:12])=[CH:7][C:5]=2[N:6]=1.ClCCl.C(O[C@H:20]1[O:37][CH2:36][C@H:31]([O:32][C:33](=[O:35])[CH3:34])[C@H:26]([O:27][C:28](=[O:30])[CH3:29])[C@@H:21]1[O:22][C:23](=[O:25])[CH3:24])(=O)C.C(=O)(O)[O-].[Na+]. (2) Given the product [Cl:1][C:2]1[CH:7]=[CH:6][CH:5]=[C:4]([CH3:8])[C:3]=1[N:9]1[C:17]2[C:12](=[CH:13][C:14]([CH2:18][CH3:19])=[CH:15][CH:16]=2)[CH2:11][C:10]1=[O:20], predict the reactants needed to synthesize it. The reactants are: [Cl:1][C:2]1[CH:7]=[CH:6][CH:5]=[C:4]([CH3:8])[C:3]=1[N:9]1[C:17]2[C:12]([CH2:13][CH:14]([CH2:18][CH3:19])[CH2:15][CH:16]=2)=[CH:11][C:10]1=[O:20]. (3) Given the product [OH:26][CH2:25][CH2:24][N:23]([C:27]1[CH:28]=[CH:29][CH:30]=[CH:31][CH:32]=1)[C:15]1[C:16]2[CH2:22][N:21]([C:40]([O:41][CH2:42][CH3:43])=[O:44])[CH2:20][CH2:19][C:17]=2[N:18]=[C:13]([NH:12][C:9]2[CH:10]=[CH:11][C:6]([C:5]3[O:1][CH:2]=[N:3][CH:4]=3)=[CH:7][CH:8]=2)[N:14]=1, predict the reactants needed to synthesize it. The reactants are: [O:1]1[C:5]([C:6]2[CH:11]=[CH:10][C:9]([NH:12][C:13]3[N:14]=[C:15]([N:23]([C:27]4[CH:32]=[CH:31][CH:30]=[CH:29][CH:28]=4)[CH2:24][CH2:25][OH:26])[C:16]4[CH2:22][NH:21][CH2:20][CH2:19][C:17]=4[N:18]=3)=[CH:8][CH:7]=2)=[CH:4][N:3]=[CH:2]1.C(N(CC)CC)C.[C:40](Cl)(=[O:44])[O:41][CH2:42][CH3:43]. (4) Given the product [Br:36][C:33]1[CH:34]=[N:35][C:30]([NH:29][C@H:26]2[CH2:27][CH2:28][C@@H:23]([O:17][C:9]3[CH:8]=[C:7]([N:4]4[CH2:5][CH2:6][O:1][CH2:2][CH2:3]4)[CH:16]=[C:15]4[C:10]=3[N:11]=[CH:12][CH:13]=[N:14]4)[CH2:24][CH2:25]2)=[N:31][CH:32]=1, predict the reactants needed to synthesize it. The reactants are: [O:1]1[CH2:6][CH2:5][N:4]([C:7]2[CH:8]=[C:9]([OH:17])[C:10]3[N:11]=[CH:12][CH:13]=[N:14][C:15]=3[CH:16]=2)[CH2:3][CH2:2]1.CS(O[C@H:23]1[CH2:28][CH2:27][C@H:26]([NH:29][C:30]2[N:35]=[CH:34][C:33]([Br:36])=[CH:32][N:31]=2)[CH2:25][CH2:24]1)(=O)=O.